This data is from Full USPTO retrosynthesis dataset with 1.9M reactions from patents (1976-2016). The task is: Predict the reactants needed to synthesize the given product. (1) The reactants are: CS(C)=O.[H-].[Na+].[I-].[CH3:8][S+](C)C.[CH3:12][O:13][C:14]1[CH:19]=[CH:18][C:17]([C:20](=[O:22])[CH3:21])=[CH:16][CH:15]=1. Given the product [CH3:12][O:13][C:14]1[CH:19]=[CH:18][C:17]([C:20]2([CH3:8])[CH2:21][O:22]2)=[CH:16][CH:15]=1, predict the reactants needed to synthesize it. (2) Given the product [OH:8][CH2:9][CH2:10][C@H:11]1[CH2:15][N:14]([C:16]2[CH:17]=[N:18][C:19]([C:22]([F:25])([F:24])[F:23])=[CH:20][CH:21]=2)[C:13](=[O:26])[NH:12]1, predict the reactants needed to synthesize it. The reactants are: C([O:8][CH2:9][CH2:10][C@H:11]1[CH2:15][N:14]([C:16]2[CH:17]=[N:18][C:19]([C:22]([F:25])([F:24])[F:23])=[CH:20][CH:21]=2)[C:13](=[O:26])[NH:12]1)C1C=CC=CC=1. (3) Given the product [C:1]1([CH2:7][CH2:8][NH:31][C:27]([C@H:25]2[CH2:26][C@H:23]([NH:22][C:20]([N:12]3[CH2:11][C:19]4[CH:18]=[CH:17][N:16]=[CH:15][C:14]=4[CH2:13]3)=[O:21])[CH2:24]2)=[O:29])[CH:2]=[CH:3][CH:4]=[CH:5][CH:6]=1, predict the reactants needed to synthesize it. The reactants are: [C:1]1([CH2:7][CH2:8]CN)[CH:6]=[CH:5][CH:4]=[CH:3][CH:2]=1.[CH2:11]1[C:19]2[CH:18]=[CH:17][N:16]=[CH:15][C:14]=2[CH2:13][N:12]1[C:20]([NH:22][C@H:23]1[CH2:26][C@H:25]([C:27]([OH:29])=O)[CH2:24]1)=[O:21].C1C2C(=CC=CC=2)C[N:31]1C(NC1C=CC(C(O)=O)=CC=1)=O. (4) Given the product [CH2:4]([O:6][C:7]([C:9]1[CH:10]=[N:11][N:12]([C:14]2[N:23]([CH2:24][O:25][CH2:26][CH2:27][Si:28]([CH3:31])([CH3:30])[CH3:29])[C:22](=[O:32])[C:21]3[C:16](=[CH:17][CH:18]=[C:19]([NH:33][CH2:1][CH3:2])[CH:20]=3)[N:15]=2)[CH:13]=1)=[O:8])[CH3:5], predict the reactants needed to synthesize it. The reactants are: [CH:1](=O)[CH3:2].[CH2:4]([O:6][C:7]([C:9]1[CH:10]=[N:11][N:12]([C:14]2[N:23]([CH2:24][O:25][CH2:26][CH2:27][Si:28]([CH3:31])([CH3:30])[CH3:29])[C:22](=[O:32])[C:21]3[C:16](=[CH:17][CH:18]=[C:19]([NH2:33])[CH:20]=3)[N:15]=2)[CH:13]=1)=[O:8])[CH3:5].C(O[BH-](OC(=O)C)OC(=O)C)(=O)C.[Na+]. (5) The reactants are: [P:1]([O:19][CH2:20][CH2:21][O:22][CH2:23][CH2:24][O:25][CH2:26][CH2:27][O:28][CH2:29][CH2:30][OH:31])([O:11][CH2:12][C:13]1[CH:18]=[CH:17][CH:16]=[CH:15][CH:14]=1)([O:3][CH2:4][C:5]1[CH:10]=[CH:9][CH:8]=[CH:7][CH:6]=1)=[O:2].N1C=CC=CC=1.Cl[C:39]([O:41][CH:42]([Cl:44])[CH3:43])=[O:40]. Given the product [Cl:44][CH:42]([O:41][C:39](=[O:40])[O:31][CH2:30][CH2:29][O:28][CH2:27][CH2:26][O:25][CH2:24][CH2:23][O:22][CH2:21][CH2:20][O:19][P:1]([O:11][CH2:12][C:13]1[CH:18]=[CH:17][CH:16]=[CH:15][CH:14]=1)([O:3][CH2:4][C:5]1[CH:6]=[CH:7][CH:8]=[CH:9][CH:10]=1)=[O:2])[CH3:43], predict the reactants needed to synthesize it. (6) Given the product [NH2:7][C@@H:8]1[CH2:14][CH2:13][CH2:12][CH2:11][N:10]([C:27]([N:26]([CH3:30])[CH3:25])=[O:28])[CH2:9]1, predict the reactants needed to synthesize it. The reactants are: C(OC(=O)[NH:7][C@@H:8]1[CH2:14][CH2:13][CH2:12][CH2:11][NH:10][CH2:9]1)(C)(C)C.CCN(C(C)C)C(C)C.[CH3:25][N:26]([CH3:30])[C:27](Cl)=[O:28]. (7) Given the product [CH3:1][O:2][C:3](=[O:17])[CH2:4][CH:5]1[CH2:14][C:13]2[C:8](=[CH:9][C:10]([O:15][S:27]([C:26]([F:39])([F:38])[F:25])(=[O:29])=[O:28])=[CH:11][CH:12]=2)[NH:7][C:6]1=[O:16], predict the reactants needed to synthesize it. The reactants are: [CH3:1][O:2][C:3](=[O:17])[CH2:4][CH:5]1[CH2:14][C:13]2[C:8](=[CH:9][C:10]([OH:15])=[CH:11][CH:12]=2)[NH:7][C:6]1=[O:16].C(N(CC)CC)C.[F:25][C:26]([F:39])([F:38])[S:27](O[S:27]([C:26]([F:39])([F:38])[F:25])(=[O:29])=[O:28])(=[O:29])=[O:28].CCOC(C)=O.CCCCCC. (8) Given the product [CH3:28][O:30][C:12]1[CH:13]=[CH:14][C:22]([CH3:17])=[C:21]([CH:11]=1)[CH:20]=[O:23], predict the reactants needed to synthesize it. The reactants are: CC1(C)CCCC(C)(C)N1.[CH2:11]([Li])[CH2:12][CH2:13][CH3:14].F[C:17]1[CH:22]=[CH:21][C:20]([O:23]C)=CC=1.[S].ClC[C:28](=[O:30])C. (9) The reactants are: [CH2:1]([N:8]([C@H:13]([CH:15]1[CH2:18][CH2:17][CH2:16]1)[CH3:14])[C:9](=[O:12])[CH2:10]Br)[C:2]1[CH:7]=[CH:6][CH:5]=[CH:4][CH:3]=1.[N-:19]=[N+:20]=[N-:21].[Na+]. Given the product [N:19]([CH2:10][C:9]([N:8]([CH2:1][C:2]1[CH:7]=[CH:6][CH:5]=[CH:4][CH:3]=1)[C@H:13]([CH:15]1[CH2:18][CH2:17][CH2:16]1)[CH3:14])=[O:12])=[N+:20]=[N-:21], predict the reactants needed to synthesize it.